From a dataset of Forward reaction prediction with 1.9M reactions from USPTO patents (1976-2016). Predict the product of the given reaction. (1) The product is: [ClH:20].[Cl:20][C:16]1[CH:15]=[C:14]([NH:13][C:10]2[CH:11]=[CH:12][C:7]([C:6]([OH:25])=[O:5])=[C:8]([C:21]([F:23])([F:22])[F:24])[N:9]=2)[CH:19]=[CH:18][CH:17]=1. Given the reactants [OH-].[K+].C([O:5][C:6](=[O:25])[C:7]1[CH:12]=[CH:11][C:10]([NH:13][C:14]2[CH:19]=[CH:18][CH:17]=[C:16]([Cl:20])[CH:15]=2)=[N:9][C:8]=1[C:21]([F:24])([F:23])[F:22])C, predict the reaction product. (2) Given the reactants Cl[C:2]1[CH:11]=[C:10]([Cl:12])[C:9]2[C:4](=[CH:5][CH:6]=[CH:7][CH:8]=2)[N:3]=1.[Br:13][C:14]1[CH:15]=[CH:16][C:17]2[CH2:23][NH:22][C:21](=[O:24])[CH2:20][CH2:19][C:18]=2[CH:25]=1.CC1(C)C2C=CC=C(P(C3C=CC=CC=3)C3C=CC=CC=3)C=2OC2C1=CC=CC=2P(C1C=CC=CC=1)C1C=CC=CC=1.[O-]P([O-])([O-])=O.[K+].[K+].[K+], predict the reaction product. The product is: [Br:13][C:14]1[CH:15]=[CH:16][C:17]2[CH2:23][N:22]([C:2]3[CH:11]=[C:10]([Cl:12])[C:9]4[C:4](=[CH:5][CH:6]=[CH:7][CH:8]=4)[N:3]=3)[C:21](=[O:24])[CH2:20][CH2:19][C:18]=2[CH:25]=1. (3) Given the reactants [Cl:1][C:2]1[CH:10]=[CH:9][C:8]([CH:11]2[CH2:13][CH2:12]2)=[CH:7][C:3]=1[C:4](O)=[O:5].ClC(OC(C)C)=O.CC[N:23](C(C)C)C(C)C.N, predict the reaction product. The product is: [Cl:1][C:2]1[CH:10]=[CH:9][C:8]([CH:11]2[CH2:13][CH2:12]2)=[CH:7][C:3]=1[C:4]([NH2:23])=[O:5]. (4) Given the reactants Cl.[C:2]([CH:5]([CH2:11][C:12]1[CH:17]=[CH:16][N:15]=[CH:14][CH:13]=1)C(OCC)=O)(=[O:4])[CH3:3], predict the reaction product. The product is: [N:15]1[CH:16]=[CH:17][C:12]([CH2:11][CH2:5][C:2](=[O:4])[CH3:3])=[CH:13][CH:14]=1. (5) Given the reactants [Br:1][C:2]1[CH:7]=[CH:6][C:5]([CH2:8][C:9](=O)[CH3:10])=[C:4]([C:12](=O)[C:13]2[CH:18]=[CH:17][C:16]([Cl:19])=[CH:15][CH:14]=2)[CH:3]=1.O.[NH2:22][NH2:23], predict the reaction product. The product is: [Br:1][C:2]1[CH:7]=[CH:6][C:5]2[CH2:8][C:9]([CH3:10])=[N:22][N:23]=[C:12]([C:13]3[CH:18]=[CH:17][C:16]([Cl:19])=[CH:15][CH:14]=3)[C:4]=2[CH:3]=1. (6) Given the reactants [C:1]([NH:8][C@@H:9]([C:14]([OH:16])=O)[C:10]([CH3:13])([CH3:12])[CH3:11])([O:3][C:4]([CH3:7])([CH3:6])[CH3:5])=[O:2].C1C=CC2N(O)N=NC=2C=1.CCN=C=NCCCN(C)C.Cl.Cl.[CH3:40][C:41]1[N:45]2[C:46](=[O:55])[N:47]([CH:49]3[CH2:54][CH2:53][NH:52][CH2:51][CH2:50]3)[CH2:48][C:44]2=[CH:43][N:42]=1.C1CCN2C(=NCCC2)CC1, predict the reaction product. The product is: [CH3:13][C:10]([CH3:11])([CH3:12])[C@@H:9]([NH:8][C:1](=[O:2])[O:3][C:4]([CH3:5])([CH3:6])[CH3:7])[C:14]([N:52]1[CH2:51][CH2:50][CH:49]([N:47]2[CH2:48][C:44]3=[CH:43][N:42]=[C:41]([CH3:40])[N:45]3[C:46]2=[O:55])[CH2:54][CH2:53]1)=[O:16]. (7) Given the reactants [CH3:1][C:2]1[CH:3]=[CH:4][C:5]([S:8]([NH:11][C:12]2[C:17]([O:18][C:19]3[CH:24]=[CH:23][CH:22]=[CH:21][C:20]=3[O:25][CH3:26])=[C:16]([O:27][CH2:28][C:29]#[C:30][CH2:31][OH:32])[N:15]=[C:14]([C:33]3[CH:38]=[CH:37][N:36]=[CH:35][CH:34]=3)[N:13]=2)(=[O:10])=[O:9])=[N:6][CH:7]=1.[CH:39]1([N:45]=[C:46]=[O:47])[CH2:44][CH2:43][CH2:42][CH2:41][CH2:40]1, predict the reaction product. The product is: [CH3:1][C:2]1[CH:3]=[CH:4][C:5]([S:8]([NH:11][C:12]2[N:13]=[C:14]([C:33]3[CH:34]=[CH:35][N:36]=[CH:37][CH:38]=3)[N:15]=[C:16]([O:27][CH2:28][C:29]#[C:30][CH2:31][O:32][C:46](=[O:47])[NH:45][CH:39]3[CH2:44][CH2:43][CH2:42][CH2:41][CH2:40]3)[C:17]=2[O:18][C:19]2[CH:24]=[CH:23][CH:22]=[CH:21][C:20]=2[O:25][CH3:26])(=[O:10])=[O:9])=[N:6][CH:7]=1. (8) Given the reactants [CH3:1][C:2]12[CH2:12][C:6]3([CH2:13][N:14]4[CH:18]=[CH:17][CH:16]=[N:15]4)[CH2:7][C:8]([CH3:11])([CH2:10][C:4]([O:19][CH2:20][CH2:21][OH:22])([CH2:5]3)[CH2:3]1)[CH2:9]2.[CH2:23]([Li])CCC.IC, predict the reaction product. The product is: [CH3:11][C:8]12[CH2:7][C:6]3([CH2:13][N:14]4[C:18]([CH3:23])=[CH:17][CH:16]=[N:15]4)[CH2:12][C:2]([CH3:1])([CH2:3][C:4]([O:19][CH2:20][CH2:21][OH:22])([CH2:5]3)[CH2:10]1)[CH2:9]2. (9) Given the reactants [C:1](#[N:8])[C:2]1[CH:7]=[CH:6][CH:5]=[CH:4][CH:3]=1.Cl.[NH2:10][OH:11].[CH3:12][OH:13], predict the reaction product. The product is: [OH:11][NH:10][C:1](=[NH:8])[C:2]1[CH:7]=[CH:6][C:5]([CH2:12][OH:13])=[CH:4][CH:3]=1.